From a dataset of Catalyst prediction with 721,799 reactions and 888 catalyst types from USPTO. Predict which catalyst facilitates the given reaction. (1) Reactant: [Cl:1][C:2]1[CH:11]=[CH:10][C:5]([C:6]([NH:8][NH2:9])=[O:7])=[CH:4][CH:3]=1.[S:12]1[CH:16]=[CH:15][CH:14]=[C:13]1[C:17](Cl)=O.O=P(Cl)(Cl)Cl. Product: [Cl:1][C:2]1[CH:11]=[CH:10][C:5]([C:6]2[O:7][C:17]([C:13]3[S:12][CH:16]=[CH:15][CH:14]=3)=[N:9][N:8]=2)=[CH:4][CH:3]=1. The catalyst class is: 22. (2) Reactant: [N:1]([C@@H:4]1[CH2:9][CH2:8][CH2:7][CH2:6][C@@H:5]1[N:10]1[C:14]([C:15]2[CH:20]=[CH:19][CH:18]=[CH:17][CH:16]=2)=[C:13]([C:21]([O:23]CC)=[O:22])[N:12]=[CH:11]1)=[N+:2]=[N-:3].[OH-].[K+]. Product: [N:1]([C@@H:4]1[CH2:9][CH2:8][CH2:7][CH2:6][C@@H:5]1[N:10]1[C:14]([C:15]2[CH:20]=[CH:19][CH:18]=[CH:17][CH:16]=2)=[C:13]([C:21]([OH:23])=[O:22])[N:12]=[CH:11]1)=[N+:2]=[N-:3]. The catalyst class is: 8. (3) Reactant: [CH3:1][O:2][C:3]1[N:4]=[C:5]2[C:10](=[CH:11][CH:12]=1)[NH:9][CH:8]=[CH:7][C:6]2=[O:13].N1C(C)=CC=CC=1C.[F:22][C:23]([F:36])([F:35])[S:24](O[S:24]([C:23]([F:36])([F:35])[F:22])(=[O:26])=[O:25])(=[O:26])=[O:25]. The catalyst class is: 112. Product: [CH3:1][O:2][C:3]1[N:4]=[C:5]2[C:10](=[CH:11][CH:12]=1)[N:9]=[CH:8][CH:7]=[C:6]2[O:13][S:24]([C:23]([F:36])([F:35])[F:22])(=[O:26])=[O:25]. (4) Reactant: C(N(C(C)C)CC)(C)C.[Cl:10][C:11]1[CH:20]=[C:19]2[C:14]([C:15](=[O:24])[CH:16]=[C:17]([C:21]([OH:23])=O)[O:18]2)=[CH:13][CH:12]=1.[NH2:25][CH:26]1[CH2:31][CH2:30][N:29]([C:32]([O:34][C:35]([CH3:38])([CH3:37])[CH3:36])=[O:33])[CH2:28][CH2:27]1.Cl.CN(C)CCCN=C=NCC. Product: [Cl:10][C:11]1[CH:20]=[C:19]2[C:14]([C:15](=[O:24])[CH:16]=[C:17]([C:21]([NH:25][CH:26]3[CH2:27][CH2:28][N:29]([C:32]([O:34][C:35]([CH3:38])([CH3:37])[CH3:36])=[O:33])[CH2:30][CH2:31]3)=[O:23])[O:18]2)=[CH:13][CH:12]=1. The catalyst class is: 174. (5) Reactant: [CH:1]([C:3]1[CH:8]=[CH:7][C:6]2[NH:9][C:10]3[C:22]4[N:21]([C@@H:23]5[O:32][C@H:31]([CH2:33][OH:34])[C@@H:28]([O:29][CH3:30])[C@H:26]([OH:27])[C@H:24]5[OH:25])[C:20]5[C:15](=[CH:16][C:17]([CH:35]=[O:36])=[CH:18][CH:19]=5)[C:14]=4[C:13]4[C:37](=[O:41])[NH:38][C:39](=[O:40])[C:12]=4[C:11]=3[C:5]=2[CH:4]=1)=[O:2].[K+].[Br-]. Product: [OH:2][CH2:1][C:3]1[CH:8]=[CH:7][C:6]2[NH:9][C:10]3[C:22]4[N:21]([C@@H:23]5[O:32][C@H:31]([CH2:33][OH:34])[C@@H:28]([O:29][CH3:30])[C@H:26]([OH:27])[C@H:24]5[OH:25])[C:20]5[C:15](=[CH:16][C:17]([CH2:35][OH:36])=[CH:18][CH:19]=5)[C:14]=4[C:13]4[C:37](=[O:41])[NH:38][C:39](=[O:40])[C:12]=4[C:11]=3[C:5]=2[CH:4]=1. The catalyst class is: 227. (6) Reactant: F[C:2]1[CH:9]=[CH:8][C:7]([C:10]#[N:11])=[CH:6][C:3]=1[CH:4]=O.[C:12]([O:16][CH3:17])(=[O:15])[CH2:13][SH:14].C(=O)([O-])[O-].[K+].[K+].CN(C)C=O. Product: [C:10]([C:7]1[CH:8]=[CH:9][C:2]2[S:14][C:13]([C:12]([O:16][CH3:17])=[O:15])=[CH:4][C:3]=2[CH:6]=1)#[N:11]. The catalyst class is: 69.